Dataset: NCI-60 drug combinations with 297,098 pairs across 59 cell lines. Task: Regression. Given two drug SMILES strings and cell line genomic features, predict the synergy score measuring deviation from expected non-interaction effect. (1) Drug 1: COC1=CC(=CC(=C1O)OC)C2C3C(COC3=O)C(C4=CC5=C(C=C24)OCO5)OC6C(C(C7C(O6)COC(O7)C8=CC=CS8)O)O. Drug 2: C(CCl)NC(=O)N(CCCl)N=O. Cell line: SNB-19. Synergy scores: CSS=35.9, Synergy_ZIP=-1.41, Synergy_Bliss=-0.569, Synergy_Loewe=-34.0, Synergy_HSA=-0.973. (2) Drug 1: CCCS(=O)(=O)NC1=C(C(=C(C=C1)F)C(=O)C2=CNC3=C2C=C(C=N3)C4=CC=C(C=C4)Cl)F. Drug 2: CN(CCCl)CCCl.Cl. Cell line: NCI-H460. Synergy scores: CSS=12.1, Synergy_ZIP=1.71, Synergy_Bliss=-0.746, Synergy_Loewe=-12.5, Synergy_HSA=-5.66. (3) Drug 1: CC=C1C(=O)NC(C(=O)OC2CC(=O)NC(C(=O)NC(CSSCCC=C2)C(=O)N1)C(C)C)C(C)C. Drug 2: N.N.Cl[Pt+2]Cl. Cell line: BT-549. Synergy scores: CSS=48.1, Synergy_ZIP=-0.822, Synergy_Bliss=2.65, Synergy_Loewe=-14.8, Synergy_HSA=4.26. (4) Drug 1: COC1=CC(=CC(=C1O)OC)C2C3C(COC3=O)C(C4=CC5=C(C=C24)OCO5)OC6C(C(C7C(O6)COC(O7)C8=CC=CS8)O)O. Drug 2: CNC(=O)C1=NC=CC(=C1)OC2=CC=C(C=C2)NC(=O)NC3=CC(=C(C=C3)Cl)C(F)(F)F. Cell line: NCI-H226. Synergy scores: CSS=51.2, Synergy_ZIP=4.37, Synergy_Bliss=3.26, Synergy_Loewe=4.50, Synergy_HSA=5.22. (5) Drug 1: CCC1=CC2CC(C3=C(CN(C2)C1)C4=CC=CC=C4N3)(C5=C(C=C6C(=C5)C78CCN9C7C(C=CC9)(C(C(C8N6C)(C(=O)OC)O)OC(=O)C)CC)OC)C(=O)OC.C(C(C(=O)O)O)(C(=O)O)O. Drug 2: CN(CC1=CN=C2C(=N1)C(=NC(=N2)N)N)C3=CC=C(C=C3)C(=O)NC(CCC(=O)O)C(=O)O. Cell line: OVCAR3. Synergy scores: CSS=73.3, Synergy_ZIP=-3.71, Synergy_Bliss=-0.724, Synergy_Loewe=-2.03, Synergy_HSA=1.79. (6) Drug 1: C1CC(=O)NC(=O)C1N2CC3=C(C2=O)C=CC=C3N. Drug 2: C1=NC(=NC(=O)N1C2C(C(C(O2)CO)O)O)N. Cell line: PC-3. Synergy scores: CSS=12.3, Synergy_ZIP=-2.77, Synergy_Bliss=-0.178, Synergy_Loewe=-7.23, Synergy_HSA=1.53. (7) Drug 1: C(CCl)NC(=O)N(CCCl)N=O. Drug 2: CC1CCCC2(C(O2)CC(NC(=O)CC(C(C(=O)C(C1O)C)(C)C)O)C(=CC3=CSC(=N3)C)C)C. Cell line: HCT-15. Synergy scores: CSS=22.7, Synergy_ZIP=3.50, Synergy_Bliss=10.4, Synergy_Loewe=-25.1, Synergy_HSA=5.93. (8) Drug 1: CCC1=C2CN3C(=CC4=C(C3=O)COC(=O)C4(CC)O)C2=NC5=C1C=C(C=C5)O. Drug 2: C1=CC=C(C(=C1)C(C2=CC=C(C=C2)Cl)C(Cl)Cl)Cl. Cell line: MOLT-4. Synergy scores: CSS=55.7, Synergy_ZIP=-0.350, Synergy_Bliss=-1.19, Synergy_Loewe=-52.2, Synergy_HSA=-0.716. (9) Drug 1: CC1=C(C=C(C=C1)NC(=O)C2=CC=C(C=C2)CN3CCN(CC3)C)NC4=NC=CC(=N4)C5=CN=CC=C5. Drug 2: CC1=C2C(C(=O)C3(C(CC4C(C3C(C(C2(C)C)(CC1OC(=O)C(C(C5=CC=CC=C5)NC(=O)OC(C)(C)C)O)O)OC(=O)C6=CC=CC=C6)(CO4)OC(=O)C)O)C)O. Cell line: PC-3. Synergy scores: CSS=12.1, Synergy_ZIP=11.5, Synergy_Bliss=10.7, Synergy_Loewe=2.22, Synergy_HSA=1.03. (10) Drug 1: CC1=C2C(C(=O)C3(C(CC4C(C3C(C(C2(C)C)(CC1OC(=O)C(C(C5=CC=CC=C5)NC(=O)OC(C)(C)C)O)O)OC(=O)C6=CC=CC=C6)(CO4)OC(=O)C)OC)C)OC. Drug 2: CC1CCCC2(C(O2)CC(NC(=O)CC(C(C(=O)C(C1O)C)(C)C)O)C(=CC3=CSC(=N3)C)C)C. Cell line: SK-MEL-5. Synergy scores: CSS=31.2, Synergy_ZIP=1.18, Synergy_Bliss=0.425, Synergy_Loewe=-4.85, Synergy_HSA=-0.548.